Dataset: Drug-target binding data from BindingDB using Ki measurements. Task: Regression. Given a target protein amino acid sequence and a drug SMILES string, predict the binding affinity score between them. We predict pKi (pKi = -log10(Ki in M); higher means stronger inhibition). Dataset: bindingdb_ki. (1) The target protein (P10153) has sequence MVPKLFTSQICLLLLLGLLAVEGSLHVKPPQFTWAQWFETQHINMTSQQCTNAMQVINNYQRRCKNQNTFLLTTFANVVNVCGNPNMTCPSNKTRKNCHHSGSQVPLIHCNLTTPSPQNISNCRYAQTPANMFYIVACDNRDQRRDPPQYPVVPVHLDRII. The small molecule is NC1=NC=NC2C1N=CN2[C@@H]1O[C@H](CO)[C@H](n2cc(Cn3ccc(N)nc3=O)nn2)C1O. The pKi is 4.2. (2) The small molecule is Cc1ccc(CN2C3CCC2CC(Nc2ccc4[nH]ncc4c2)C3)cc1. The target protein sequence is LLRDPKSEVNSDCLLDGLDALVYDLDFPALRKNKNIDNFLSRYKDTINKIRDLRMKAEDYEVVKVIGRGAFGEVQLVRHKSTRKVYAMKLLSKFEMIKRSDSAFFWEERDIMAFANSPWVVQLFYAFQDDRYLYMVMEYMPGGDLVNLMSNYDVPEKWARFYTAEVVLALDAIHSMGFIHRDVKPDNMLLDKSGHLKLADFGTCMKMNKEGMVRCDTAVGTPDYISPEVLKSQGGDGYYGRECDWWSVGVFLYEMLVGDTPFYADSLVGTYSKIMNHKNSLTFPDDNDISKEAKNLICAFLTDREVRLGRNGVEEIKRHLFFKNDQWAWETLRDTVAPVVPDLSSDIDTSNFDDLEEDKGEEETFPIPKAFVGNQLPFVGFTYYSNRRYLSSANPNDNRTSSNADKSLQESLQKTIYKLEEQLHNEMQLKDEMEQKCRTSNIKLDKIMKELDEEGNQRRNLESTVSQIEKEKMLLQHRINEYQRKAEQENEKRRNVENEV.... The pKi is 7.0. (3) The compound is Cc1ccc(C(=O)N[C@@H](CCCNC(=O)c2cccc(OCC(=O)O)c2)C(=O)N[C@@H](Cc2ccc(C#N)cc2)C(N)=O)c([N+](=O)[O-])c1O. The target protein (P0AEJ2) has sequence MDTSLAEEVQQTMATLAPNRFFFMSPYRSFTTSGCFARFDEPAVNGDSPDSPFQQKLAALFADAKAQGIKNPVMVGAIPFDPRQPSSLYIPESWQSFSRQEKQASARRFTRSQSLNVVERQAIPEQTTFEQMVARAAALTATPQVDKVVLSRLIDITTDAAIDSGVLLERLIAQNPVSYNFHVPLADGGVLLGASPELLLRKDGERFSSIPLAGSARRQPDEVLDREAGNRLLASEKDRHEHELVTQAMKEVLRERSSELHVPSSPQLITTPTLWHLATPFEGKANSQENALTLACLLHPTPALSGFPHQAATQVIAELEPFDRELFGGIVGWCDSEGNGEWVVTIRCAKLRENQVRLFAGAGIVPASSPLGEWRETGVKLSTMLNVFGLH. The pKi is 3.6. (4) The compound is Cc1ccc(Cn2nc(C(=O)NC3C(C)(C)C4CC[C@@]3(C)C4)cc2-c2ccc(Cl)c(C)c2)cc1. The target protein (Q9H3P7) has sequence MAAVLNAERLEVSVDGLTLSPDPEERPGAEGAPLLPPPLPPPSPPGSGRGPGASGEQPEPGEAAAGGAAEEARRLEQRWGFGLEELYGLALRFFKEKDGKAFHPTYEEKLKLVALHKQVLMGPYNPDTCPEVGFFDVLGNDRRREWAALGNMSKEDAMVEFVKLLNRCCHLFSTYVASHKIEKEEQEKKRKEEEERRRREEEERERLQKEEEKRRREEEERLRREEEERRRIEEERLRLEQQKQQIMAALNSQTAVQFQQYAAQQYPGNYEQQQILIRQLQEQHYQQYMQQLYQVQLAQQQAALQKQQEVVVAGSSLPTSSKVNATVPSNMMSVNGQAKTHTDSSEKELEPEAAEEALENGPKESLPVIAAPSMWTRPQIKDFKEKIQQDADSVITVGRGEVVTVRVPTHEEGSYLFWEFATDNYDIGFGVYFEWTDSPNTAVSVHVSESSDDDEEEEENIGCEEKAKKNANKPLLDEIVPVYRRDCHEEVYAGSHQYPG.... The pKi is 5.0.